This data is from Full USPTO retrosynthesis dataset with 1.9M reactions from patents (1976-2016). The task is: Predict the reactants needed to synthesize the given product. (1) The reactants are: Cl[C:2]1[CH:3]=[C:4]([C:8]2[N:13]=[CH:12][C:11]([C:14]3[CH2:15][CH2:16][N:17]([C:20]([O:22][C:23]([CH3:26])([CH3:25])[CH3:24])=[O:21])[CH2:18][CH:19]=3)=[CH:10][N:9]=2)[CH:5]=[CH:6][CH:7]=1.C(OC1C=NC(C2C=CC=C([B:42]3[O:46][C:45]([CH3:48])([CH3:47])[C:44]([CH3:50])([CH3:49])[O:43]3)C=2)=NC=1)C. Given the product [CH3:49][C:44]1([CH3:50])[C:45]([CH3:48])([CH3:47])[O:46][B:42]([C:2]2[CH:3]=[C:4]([C:8]3[N:13]=[CH:12][C:11]([C:14]4[CH2:15][CH2:16][N:17]([C:20]([O:22][C:23]([CH3:26])([CH3:25])[CH3:24])=[O:21])[CH2:18][CH:19]=4)=[CH:10][N:9]=3)[CH:5]=[CH:6][CH:7]=2)[O:43]1, predict the reactants needed to synthesize it. (2) Given the product [C:24]([N:32]1[CH2:37][CH2:36][N:35]([C:19](=[O:20])[C:18]([C:14]2[C:13]3[C:17](=[C:9]([C:6]4[CH:5]=[CH:4][C:3]([O:2][CH3:1])=[CH:8][CH:7]=4)[CH:10]=[CH:11][N:12]=3)[NH:16][CH:15]=2)=[O:22])[CH2:34][CH2:33]1)(=[O:31])[C:25]1[CH:30]=[CH:29][CH:28]=[CH:27][CH:26]=1, predict the reactants needed to synthesize it. The reactants are: [CH3:1][O:2][C:3]1[CH:8]=[CH:7][C:6]([C:9]2[CH:10]=[CH:11][N:12]=[C:13]3[C:17]=2[NH:16][CH:15]=[C:14]3[C:18](=[O:22])[C:19]([O-])=[O:20])=[CH:5][CH:4]=1.[K+].[C:24]([N:32]1[CH2:37][CH2:36][NH:35][CH2:34][CH2:33]1)(=[O:31])[C:25]1[CH:30]=[CH:29][CH:28]=[CH:27][CH:26]=1.C(OP(ON1C(=O)C2C=CC=CC=2N=N1)(OCC)=O)C.CCN(C(C)C)C(C)C. (3) Given the product [Cl:9][C:10]1[CH:11]=[CH:12][C:13]([N:16]2[C:2](=[O:8])[C:3](=[O:5])[N:19]([CH:20]([CH3:25])[C:21]([CH3:23])([CH3:22])[CH3:24])[C:17]2=[S:18])=[CH:14][CH:15]=1, predict the reactants needed to synthesize it. The reactants are: Cl[C:2](=[O:8])[C:3]([O:5]CC)=O.[Cl:9][C:10]1[CH:15]=[CH:14][C:13]([NH:16][C:17]([NH:19][CH:20]([CH3:25])[C:21]([CH3:24])([CH3:23])[CH3:22])=[S:18])=[CH:12][CH:11]=1. (4) Given the product [CH2:10]([Sn:5]([CH2:1][CH2:2][CH2:3][CH3:4])([CH2:6][CH2:7][CH2:8][CH3:9])[C:23]1[N:28]=[C:27]([N:29]2[CH2:34][CH2:33][CH2:32][CH:31]([NH:35][C:36](=[O:42])[O:37][C:38]([CH3:40])([CH3:39])[CH3:41])[CH2:30]2)[CH:26]=[N:25][CH:24]=1)[CH2:11][CH2:12][CH3:13], predict the reactants needed to synthesize it. The reactants are: [CH2:1]([SnH:5]([CH2:10][CH2:11][CH2:12][CH3:13])[CH2:6][CH2:7][CH2:8][CH3:9])[CH2:2][CH2:3][CH3:4].[Li+].CC([N-]C(C)C)C.Cl[C:23]1[N:28]=[C:27]([N:29]2[CH2:34][CH2:33][CH2:32][CH:31]([NH:35][C:36](=[O:42])[O:37][C:38]([CH3:41])([CH3:40])[CH3:39])[CH2:30]2)[CH:26]=[N:25][CH:24]=1. (5) The reactants are: [F:1][C:2]([F:38])([F:37])[C:3]1[CH:8]=[CH:7][C:6]([C:9]2[CH:10]=[C:11]([CH:34]=[CH:35][CH:36]=2)[CH2:12][O:13][C:14]2[CH:19]=[CH:18][C:17]([CH:20]([CH2:26][N+:27]([O-])=[O:28])[CH2:21][C:22]([O:24][CH3:25])=[O:23])=[C:16]([O:30][CH2:31][C:32]#[CH:33])[CH:15]=2)=[CH:5][CH:4]=1.C1(N=C=O)C=CC=CC=1.C(N(CC)CC)C. Given the product [F:1][C:2]([F:37])([F:38])[C:3]1[CH:8]=[CH:7][C:6]([C:9]2[CH:36]=[CH:35][CH:34]=[C:11]([CH2:12][O:13][C:14]3[CH:19]=[CH:18][C:17]4[CH:20]([CH2:21][C:22]([O:24][CH3:25])=[O:23])[C:26]5[C:32]([CH2:31][O:30][C:16]=4[CH:15]=3)=[CH:33][O:28][N:27]=5)[CH:10]=2)=[CH:5][CH:4]=1, predict the reactants needed to synthesize it. (6) Given the product [OH:35][CH2:34][CH2:7][NH:6][C:4](=[O:5])[C@@H:3]([NH:8][C:9]([N:11]1[C:19]2[CH2:18][CH2:17][N:16]([CH3:20])[CH2:15][C:14]=2[C:13]([C:21]2[CH:26]=[C:25]([F:27])[C:24]([F:28])=[CH:23][C:22]=2[F:29])=[N:12]1)=[O:10])[C:2]([CH3:31])([CH3:30])[CH3:1], predict the reactants needed to synthesize it. The reactants are: [CH3:1][C:2]([CH3:31])([CH3:30])[C@H:3]([NH:8][C:9]([N:11]1[C:19]2[CH2:18][CH2:17][N:16]([CH3:20])[CH2:15][C:14]=2[C:13]([C:21]2[CH:26]=[C:25]([F:27])[C:24]([F:28])=[CH:23][C:22]=2[F:29])=[N:12]1)=[O:10])[C:4]([NH:6][CH3:7])=[O:5].N[C@@H](C(C)(C)C)[C:34](NCCO)=[O:35]. (7) Given the product [NH2:1][C:4]1[CH:5]=[N:6][C:7]2[C:12]([C:13]=1[NH:14][CH2:15][C:16]1([OH:22])[CH2:21][CH2:20][O:19][CH2:18][CH2:17]1)=[N:11][CH:10]=[CH:9][CH:8]=2, predict the reactants needed to synthesize it. The reactants are: [N+:1]([C:4]1[CH:5]=[N:6][C:7]2[C:12]([C:13]=1[NH:14][CH2:15][C:16]1([OH:22])[CH2:21][CH2:20][O:19][CH2:18][CH2:17]1)=[N:11][CH:10]=[CH:9][CH:8]=2)([O-])=O.